From a dataset of Reaction yield outcomes from USPTO patents with 853,638 reactions. Predict the reaction yield, written as a fraction of the theoretical maximum amount of product (1.0 means a 100% yield; for example, 0.34 means a 34% yield). (1) The reactants are Cl[C:2]1[N:3]=[C:4]([C:9]2[CH:14]=[CH:13][CH:12]=[C:11]([N+:15]([O-:17])=[O:16])[C:10]=2[CH3:18])[N:5]=[N:6][C:7]=1[NH2:8].[NH2:19][C:20]1[CH:25]=[CH:24][C:23]([C:26]([N:28]2[CH2:33][CH2:32][O:31][CH2:30][CH2:29]2)=[O:27])=[CH:22][CH:21]=1.C(N(CC)C(C)C)(C)C. The catalyst is O1CCOCC1. The product is [NH2:8][C:7]1[N:6]=[N:5][C:4]([C:9]2[CH:14]=[CH:13][CH:12]=[C:11]([N+:15]([O-:17])=[O:16])[C:10]=2[CH3:18])=[N:3][C:2]=1[NH:19][C:20]1[CH:21]=[CH:22][C:23]([C:26]([N:28]2[CH2:29][CH2:30][O:31][CH2:32][CH2:33]2)=[O:27])=[CH:24][CH:25]=1. The yield is 0.339. (2) The reactants are [CH3:1][O:2][C:3]1[C:12]([NH:13][C:14](=[O:18])OCC)=[N:11][C:10]2[C:5](=[CH:6][CH:7]=[C:8]([CH3:19])[CH:9]=2)[N:4]=1.[N:20]1[CH:25]=[CH:24][CH:23]=[CH:22][C:21]=1[N:26]1[CH2:31][CH2:30][NH:29][CH2:28][CH2:27]1. No catalyst specified. The product is [CH3:1][O:2][C:3]1[C:12]([NH:13][C:14]([N:29]2[CH2:30][CH2:31][N:26]([C:21]3[CH:22]=[CH:23][CH:24]=[CH:25][N:20]=3)[CH2:27][CH2:28]2)=[O:18])=[N:11][C:10]2[C:5](=[CH:6][CH:7]=[C:8]([CH3:19])[CH:9]=2)[N:4]=1. The yield is 0.830. (3) The reactants are [Br:1][C:2]1[CH:10]=[C:6]([C:7]([OH:9])=O)[C:5]([OH:11])=[CH:4][CH:3]=1.[CH3:12][C:13]1[CH:14]=[C:15]([CH:17]=[C:18]([CH3:20])[CH:19]=1)[NH2:16]. No catalyst specified. The product is [Br:1][C:2]1[CH:3]=[CH:4][C:5]([OH:11])=[C:6]([CH:10]=1)[C:7]([NH:16][C:15]1[CH:17]=[C:18]([CH3:20])[CH:19]=[C:13]([CH3:12])[CH:14]=1)=[O:9]. The yield is 0.581. (4) The reactants are Br[C:2]1[C:7](=[O:8])[N:6]([CH2:9][C:10]([O:12]CC)=[O:11])[N:5]=[CH:4][C:3]=1[NH:15][C@@H:16]1[CH2:21][C@@H:20]2[CH2:22][C@@H:18]([C:19]2([CH3:24])[CH3:23])[C@H:17]1[CH3:25].[CH3:26][S-:27].[Na+].O1CCOCC1.[OH-].[Na+]. The catalyst is C1(C)C=CC=CC=1. The product is [CH3:26][S:27][C:2]1[C:7](=[O:8])[N:6]([CH2:9][C:10]([OH:12])=[O:11])[N:5]=[CH:4][C:3]=1[NH:15][C@@H:16]1[CH2:21][C@@H:20]2[CH2:22][C@@H:18]([C:19]2([CH3:24])[CH3:23])[C@H:17]1[CH3:25]. The yield is 0.900. (5) The reactants are [CH3:1][C:2]1([CH3:34])[CH2:11][CH2:10][C:9]([CH3:13])([CH3:12])[C:8]2[CH:7]=[C:6]([O:14][CH2:15][CH2:16][O:17][C:18]3[CH:33]=[CH:32][C:21]([CH:22]=[C:23]([C:28]([O:30][CH3:31])=[O:29])[C:24]([O:26][CH3:27])=[O:25])=[CH:20][CH:19]=3)[CH:5]=[CH:4][C:3]1=2.[H][H]. The catalyst is CO.O1CCOCC1.[Pd]. The product is [CH3:1][C:2]1([CH3:34])[CH2:11][CH2:10][C:9]([CH3:12])([CH3:13])[C:8]2[CH:7]=[C:6]([O:14][CH2:15][CH2:16][O:17][C:18]3[CH:19]=[CH:20][C:21]([CH2:22][CH:23]([C:24]([O:26][CH3:27])=[O:25])[C:28]([O:30][CH3:31])=[O:29])=[CH:32][CH:33]=3)[CH:5]=[CH:4][C:3]1=2. The yield is 0.960. (6) The reactants are [Br:1][C:2]1[CH:11]=[CH:10][C:5]2=[N+:6]([O-])[O:7][N:8]=[C:4]2[C:3]=1[Cl:12].P(OCC)(OCC)OCC. The catalyst is C(O)C. The product is [Br:1][C:2]1[CH:11]=[CH:10][C:5]2=[N:6][O:7][N:8]=[C:4]2[C:3]=1[Cl:12]. The yield is 0.500. (7) The reactants are [CH3:1][C:2]1[N:3]=[CH:4][C:5]([CH2:8][NH:9][S:10]([NH:13]C(=O)OCC2C=CC=CC=2)(=[O:12])=[O:11])=[N:6][CH:7]=1. The catalyst is CO.[C].[Pd]. The product is [CH3:1][C:2]1[N:3]=[CH:4][C:5]([CH2:8][NH:9][S:10]([NH2:13])(=[O:12])=[O:11])=[N:6][CH:7]=1. The yield is 0.720. (8) The reactants are Cl.[Cl:2][C:3]1[CH:4]=[C:5]([CH:9]2[O:14][CH2:13][CH2:12][NH:11][CH2:10]2)[CH:6]=[CH:7][CH:8]=1.CCN(C(C)C)C(C)C.C(#N)C.[F:27][C:28]([F:33])([F:32])[C@@H:29]1[CH2:31][O:30]1. The catalyst is O. The product is [Cl:2][C:3]1[CH:4]=[C:5]([CH:9]2[CH2:10][N:11]([CH2:31][C@H:29]([OH:30])[C:28]([F:33])([F:32])[F:27])[CH2:12][CH2:13][O:14]2)[CH:6]=[CH:7][CH:8]=1. The yield is 0.820. (9) The reactants are Br[C:2]1[CH:6]=[CH:5][S:4][CH:3]=1.[Li]CCCC.[C:12](#N)[C:13]1[CH:18]=[CH:17][CH:16]=[CH:15][CH:14]=1.Cl.[OH2:21]. The catalyst is O1CCCC1.CCOCC. The product is [C:13]1([C:12]([C:2]2[CH:6]=[CH:5][S:4][CH:3]=2)=[O:21])[CH:18]=[CH:17][CH:16]=[CH:15][CH:14]=1. The yield is 0.723. (10) The yield is 0.510. The product is [CH3:1][O:2][C:3]1[CH:8]=[CH:7][CH:6]=[CH:5][C:4]=1[CH:9]([CH2:14][C:15]1[CH:20]=[CH:19][CH:18]=[CH:17][CH:16]=1)[C:10]([OH:12])=[O:11]. The reactants are [CH3:1][O:2][C:3]1[CH:8]=[CH:7][CH:6]=[CH:5][C:4]=1[CH:9]([CH2:14][C:15]1[CH:20]=[CH:19][CH:18]=[CH:17][CH:16]=1)[C:10]([O:12]C)=[O:11].[OH-].[Na+].O.Cl. The catalyst is C1COCC1.CO.